From a dataset of Forward reaction prediction with 1.9M reactions from USPTO patents (1976-2016). Predict the product of the given reaction. (1) Given the reactants [CH3:1][C:2](=[O:5])[CH2:3]C.[CH3:6][C:7]([CH2:9][CH:10](C)[CH3:11])=[O:8].C[CH:14]([OH:16])C.C1(C)C=CC=CC=1, predict the reaction product. The product is: [C:7]([O:5][CH:2]([CH3:3])[CH3:1])(=[O:8])[CH3:6].[C:7]([O:16][CH3:14])(=[O:8])[CH3:9].[CH3:6][C:7](=[O:8])[CH2:9][CH2:10][CH3:11]. (2) Given the reactants [F:1][C:2]1([F:36])[CH2:5][CH:4]([C:6]2[O:10][N:9]=[C:8]([C:11]3[CH:12]=[CH:13][C:14]([CH3:35])=[C:15]([NH:17][C:18]([C:20]4[N:24]5[CH:25]=[CH:26][C:27]([CH:29]6[CH2:34][CH2:33][NH:32][CH2:31][CH2:30]6)=[CH:28][C:23]5=[N:22][CH:21]=4)=[O:19])[CH:16]=3)[N:7]=2)[CH2:3]1.CCN(CC)CC.[CH3:44][S:45](Cl)(=[O:47])=[O:46], predict the reaction product. The product is: [F:36][C:2]1([F:1])[CH2:5][CH:4]([C:6]2[O:10][N:9]=[C:8]([C:11]3[CH:12]=[CH:13][C:14]([CH3:35])=[C:15]([NH:17][C:18]([C:20]4[N:24]5[CH:25]=[CH:26][C:27]([CH:29]6[CH2:34][CH2:33][N:32]([S:45]([CH3:44])(=[O:47])=[O:46])[CH2:31][CH2:30]6)=[CH:28][C:23]5=[N:22][CH:21]=4)=[O:19])[CH:16]=3)[N:7]=2)[CH2:3]1. (3) Given the reactants C1([O:7][C:8](=O)[NH:9][C:10]2[C:19]3[C:14](=[CH:15][CH:16]=[CH:17][CH:18]=3)[C:13]([O:20][C:21]3[CH:26]=[CH:25][N:24]=[C:23]([NH:27][C:28]4[CH:33]=[C:32]([O:34][CH2:35][CH2:36][O:37][CH2:38][CH2:39][O:40][CH2:41][CH2:42][O:43][CH3:44])[CH:31]=[C:30]([O:45][CH3:46])[CH:29]=4)[N:22]=3)=[CH:12][CH:11]=2)C=CC=CC=1.[NH2:48][C:49]1[C:50]([O:64][CH3:65])=[C:51]([CH:57]=[C:58]([C:60]([CH3:63])([CH3:62])[CH3:61])[CH:59]=1)[C:52]([N:54]([CH3:56])[CH3:55])=[O:53], predict the reaction product. The product is: [C:60]([C:58]1[CH:59]=[C:49]([NH:48][C:8]([NH:9][C:10]2[C:19]3[C:14](=[CH:15][CH:16]=[CH:17][CH:18]=3)[C:13]([O:20][C:21]3[CH:26]=[CH:25][N:24]=[C:23]([NH:27][C:28]4[CH:33]=[C:32]([O:34][CH2:35][CH2:36][O:37][CH2:38][CH2:39][O:40][CH2:41][CH2:42][O:43][CH3:44])[CH:31]=[C:30]([O:45][CH3:46])[CH:29]=4)[N:22]=3)=[CH:12][CH:11]=2)=[O:7])[C:50]([O:64][CH3:65])=[C:51]([CH:57]=1)[C:52]([N:54]([CH3:56])[CH3:55])=[O:53])([CH3:62])([CH3:61])[CH3:63]. (4) Given the reactants [CH:1]1([C:4]2(O)[C:12]3[C:7](=[CH:8][C:9]([F:13])=[CH:10][CH:11]=3)[CH2:6][CH2:5]2)[CH2:3][CH2:2]1.[F:15][C:16]1[CH:17]=[C:18]2[C:22](=[C:23]([CH2:25][S:26][CH3:27])[CH:24]=1)[NH:21][CH:20]=[CH:19]2.FC(F)(F)C(O)=O.[Cl-].[NH4+], predict the reaction product. The product is: [CH:1]1([C:4]2([C:19]3[C:18]4[C:22](=[C:23]([CH2:25][S:26][CH3:27])[CH:24]=[C:16]([F:15])[CH:17]=4)[NH:21][CH:20]=3)[C:12]3[C:7](=[CH:8][C:9]([F:13])=[CH:10][CH:11]=3)[CH2:6][CH2:5]2)[CH2:3][CH2:2]1. (5) Given the reactants [Cl:1][C:2]1[CH:7]=[CH:6][C:5]([N:8]=[C:9]=[O:10])=[CH:4][CH:3]=1.[C:11]1([C:17]2[N:21]([C:22]3[CH:27]=[CH:26][C:25]([S:28]([NH2:31])(=[O:30])=[O:29])=[CH:24][CH:23]=3)[N:20]=[C:19](NC(NC3C=CC=C(C(F)(F)F)C=3)=O)[CH:18]=2)[CH:16]=[CH:15][CH:14]=[CH:13][CH:12]=1, predict the reaction product. The product is: [Cl:1][C:2]1[CH:7]=[CH:6][C:5]([NH:8][C:9](=[O:10])[NH:8][CH2:5][CH2:4][CH2:3][C:19]2[CH:18]=[C:17]([C:11]3[CH:16]=[CH:15][CH:14]=[CH:13][CH:12]=3)[N:21]([C:22]3[CH:23]=[CH:24][C:25]([S:28]([NH2:31])(=[O:30])=[O:29])=[CH:26][CH:27]=3)[N:20]=2)=[CH:4][CH:3]=1. (6) Given the reactants CC1(C)C=C(C)C2C(=CC=C(O[S:14](C(F)(F)F)(=O)=O)C=2)N1.[CH2:22]([S:25][CH2:26][C:27]1[C:36]2[C:31](=[CH:32][CH:33]=[C:34]([C:37]3[CH:42]=[CH:41]C(OC)=C[CH:38]=3)[CH:35]=2)[NH:30][C:29]([CH3:46])([CH3:45])[CH:28]=1)[CH:23]=[CH2:24].COC1C=CC(B(O)O)=CC=1.C(S)C=C, predict the reaction product. The product is: [CH2:22]([S:25][CH2:26][C:27]1[C:36]2[C:31](=[CH:32][CH:33]=[C:34]([C:37]3[CH:42]=[CH:41][S:14][CH:38]=3)[CH:35]=2)[NH:30][C:29]([CH3:46])([CH3:45])[CH:28]=1)[CH:23]=[CH2:24]. (7) Given the reactants [O:1]1[CH2:6][CH2:5][N:4]([C:7]2[CH:12]=[CH:11][C:10]([C:13]3[N:36](S(C4C=CC(C)=CC=4)(=O)=O)[C:16]4=[N:17][CH:18]=[CH:19][C:20]([C:21]5[CH:22]=[CH:23][C:24]([O:29][CH:30]6[CH2:35][CH2:34][O:33][CH2:32][CH2:31]6)=[C:25]([CH:28]=5)[C:26]#[N:27])=[C:15]4[CH:14]=3)=[CH:9][CH:8]=2)[CH2:3][CH2:2]1.C([O-])([O-])=O.[K+].[K+], predict the reaction product. The product is: [O:1]1[CH2:6][CH2:5][N:4]([C:7]2[CH:12]=[CH:11][C:10]([C:13]3[NH:36][C:16]4=[N:17][CH:18]=[CH:19][C:20]([C:21]5[CH:22]=[CH:23][C:24]([O:29][CH:30]6[CH2:35][CH2:34][O:33][CH2:32][CH2:31]6)=[C:25]([CH:28]=5)[C:26]#[N:27])=[C:15]4[CH:14]=3)=[CH:9][CH:8]=2)[CH2:3][CH2:2]1.